From a dataset of Full USPTO retrosynthesis dataset with 1.9M reactions from patents (1976-2016). Predict the reactants needed to synthesize the given product. Given the product [F:1][C:2]1[CH:7]=[CH:6][C:5]([CH:8]([OH:13])[CH2:9][N+:10]([O-:12])=[O:11])=[CH:4][CH:3]=1, predict the reactants needed to synthesize it. The reactants are: [F:1][C:2]1[CH:7]=[CH:6][C:5]([C:8](=[O:13])[CH2:9][N+:10]([O-:12])=[O:11])=[CH:4][CH:3]=1.C(N(CC)CC)C.C(O)=O.CN(C)C=O.